Dataset: HIV replication inhibition screening data with 41,000+ compounds from the AIDS Antiviral Screen. Task: Binary Classification. Given a drug SMILES string, predict its activity (active/inactive) in a high-throughput screening assay against a specified biological target. (1) The compound is CCc1n[nH]c(=O)n1CC. The result is 0 (inactive). (2) The compound is CC(C)(C)S(=O)OC12CC3CC(CC(C3)C1)C2. The result is 0 (inactive). (3) The molecule is CCCCCCCCC(C)CCCCCCCCC(=O)OCC(COP(=O)([O-])OCC[N+](C)(C)C)OC(=O)CCCCCCCCC(C)CCCCCCCC. The result is 0 (inactive). (4) The molecule is COc1ccc(NS(=O)c2ccc(-c3ccccc3)cc2)cc1. The result is 0 (inactive). (5) The molecule is Brc1cccc[n+]1Cc1ccccc1C[n+]1ccccc1Br. The result is 0 (inactive). (6) The compound is N=c1[nH]c2c(-c3ccc([N+](=O)[O-])cc3)nnn2c2ccccc12. The result is 0 (inactive). (7) The molecule is O=C(N=C(c1ccc(F)cc1)c1ccsc1-n1cccc1)Nc1ccccc1. The result is 0 (inactive). (8) The drug is CN(C)CCSc1cc(-c2ccccc2)c2ccccc2n1.Cl. The result is 0 (inactive). (9) The molecule is Cc1ccc2c(c1)CC1(Cc3cc(C)ccc3C1=O)C2=O. The result is 0 (inactive). (10) The molecule is COc1c(Cl)cc(C(=O)c2cc(Cl)c(OC)c(C(=O)O)c2)cc1C(=O)O.N. The result is 0 (inactive).